Dataset: Merck oncology drug combination screen with 23,052 pairs across 39 cell lines. Task: Regression. Given two drug SMILES strings and cell line genomic features, predict the synergy score measuring deviation from expected non-interaction effect. (1) Drug 1: O=S1(=O)NC2(CN1CC(F)(F)F)C1CCC2Cc2cc(C=CCN3CCC(C(F)(F)F)CC3)ccc2C1. Drug 2: C#Cc1cccc(Nc2ncnc3cc(OCCOC)c(OCCOC)cc23)c1. Cell line: NCIH2122. Synergy scores: synergy=30.4. (2) Drug 1: COc1cccc2c1C(=O)c1c(O)c3c(c(O)c1C2=O)CC(O)(C(=O)CO)CC3OC1CC(N)C(O)C(C)O1. Drug 2: COC1=C2CC(C)CC(OC)C(O)C(C)C=C(C)C(OC(N)=O)C(OC)C=CC=C(C)C(=O)NC(=CC1=O)C2=O. Cell line: NCIH460. Synergy scores: synergy=2.86. (3) Drug 1: C=CCn1c(=O)c2cnc(Nc3ccc(N4CCN(C)CC4)cc3)nc2n1-c1cccc(C(C)(C)O)n1. Drug 2: CC1(c2nc3c(C(N)=O)cccc3[nH]2)CCCN1. Cell line: NCIH23. Synergy scores: synergy=-5.24. (4) Drug 1: CCC1(O)CC2CN(CCc3c([nH]c4ccccc34)C(C(=O)OC)(c3cc4c(cc3OC)N(C)C3C(O)(C(=O)OC)C(OC(C)=O)C5(CC)C=CCN6CCC43C65)C2)C1. Drug 2: C#Cc1cccc(Nc2ncnc3cc(OCCOC)c(OCCOC)cc23)c1. Cell line: MDAMB436. Synergy scores: synergy=15.7. (5) Drug 1: C=CCn1c(=O)c2cnc(Nc3ccc(N4CCN(C)CC4)cc3)nc2n1-c1cccc(C(C)(C)O)n1. Drug 2: CNC(=O)c1cc(Oc2ccc(NC(=O)Nc3ccc(Cl)c(C(F)(F)F)c3)cc2)ccn1. Cell line: NCIH2122. Synergy scores: synergy=-8.83. (6) Drug 1: COC1CC2CCC(C)C(O)(O2)C(=O)C(=O)N2CCCCC2C(=O)OC(C(C)CC2CCC(OP(C)(C)=O)C(OC)C2)CC(=O)C(C)C=C(C)C(O)C(OC)C(=O)C(C)CC(C)C=CC=CC=C1C. Drug 2: COC1=C2CC(C)CC(OC)C(O)C(C)C=C(C)C(OC(N)=O)C(OC)C=CC=C(C)C(=O)NC(=CC1=O)C2=O. Cell line: CAOV3. Synergy scores: synergy=4.94. (7) Drug 1: O=S1(=O)NC2(CN1CC(F)(F)F)C1CCC2Cc2cc(C=CCN3CCC(C(F)(F)F)CC3)ccc2C1. Drug 2: CS(=O)(=O)CCNCc1ccc(-c2ccc3ncnc(Nc4ccc(OCc5cccc(F)c5)c(Cl)c4)c3c2)o1. Cell line: CAOV3. Synergy scores: synergy=2.91. (8) Drug 1: C=CCn1c(=O)c2cnc(Nc3ccc(N4CCN(C)CC4)cc3)nc2n1-c1cccc(C(C)(C)O)n1. Drug 2: Cn1c(=O)n(-c2ccc(C(C)(C)C#N)cc2)c2c3cc(-c4cnc5ccccc5c4)ccc3ncc21. Cell line: OV90. Synergy scores: synergy=15.9.